This data is from Forward reaction prediction with 1.9M reactions from USPTO patents (1976-2016). The task is: Predict the product of the given reaction. (1) Given the reactants C[O:2][C:3]([C:5]1[C:14]2[CH2:13][CH2:12][CH2:11][CH2:10][C:9]=2[CH:8]=[CH:7][C:6]=1[NH:15][S:16]([C:19]1[CH:24]=[CH:23][CH:22]=[CH:21][CH:20]=1)(=[O:18])=[O:17])=[O:4].O.[OH-].[Li+], predict the reaction product. The product is: [C:19]1([S:16]([NH:15][C:6]2[CH:7]=[CH:8][C:9]3[CH2:10][CH2:11][CH2:12][CH2:13][C:14]=3[C:5]=2[C:3]([OH:4])=[O:2])(=[O:18])=[O:17])[CH:20]=[CH:21][CH:22]=[CH:23][CH:24]=1. (2) Given the reactants [CH3:1][O:2][C:3](=[O:13])/[CH:4]=[CH:5]/[C:6]1[CH:11]=[CH:10][C:9]([OH:12])=[CH:8][CH:7]=1.C(=O)([O-])[O-].[K+].[K+].[I-].[Na+].Br[CH2:23][CH:24]([CH2:27][CH2:28][CH2:29][CH3:30])[CH2:25][CH3:26], predict the reaction product. The product is: [CH3:1][O:2][C:3](=[O:13])/[CH:4]=[CH:5]/[C:6]1[CH:11]=[CH:10][C:9]([O:12][CH2:23][CH:24]([CH2:25][CH3:26])[CH2:27][CH2:28][CH2:29][CH3:30])=[CH:8][CH:7]=1.